From a dataset of Full USPTO retrosynthesis dataset with 1.9M reactions from patents (1976-2016). Predict the reactants needed to synthesize the given product. The reactants are: C(OC(N1C2C(=CC(C3C=CC=CC=3OC)=CC=2)C(C(O)C)=CC1(C)C)=O)(C)(C)C.[CH3:31][O:32][C:33]1[CH:38]=[CH:37][CH:36]=[CH:35][C:34]=1[C:39]1[CH:40]=[C:41]2[C:46](=[CH:47][CH:48]=1)[NH:45][C:44]([CH3:50])([CH3:49])[CH:43]=[C:42]2[CH:51]([O:53][CH2:54]/[CH:55]=[CH:56]/[CH2:57]C)[CH3:52].C[Si]([N-][Si](C)(C)C)(C)C.[Na+]. Given the product [CH2:54]([O:53][CH:51]([C:42]1[C:41]2[C:46](=[CH:47][CH:48]=[C:39]([C:34]3[CH:35]=[CH:36][CH:37]=[CH:38][C:33]=3[O:32][CH3:31])[CH:40]=2)[NH:45][C:44]([CH3:50])([CH3:49])[CH:43]=1)[CH3:52])/[CH:55]=[CH:56]/[CH3:57], predict the reactants needed to synthesize it.